Dataset: Acute oral toxicity (LD50) regression data from Zhu et al.. Task: Regression/Classification. Given a drug SMILES string, predict its toxicity properties. Task type varies by dataset: regression for continuous values (e.g., LD50, hERG inhibition percentage) or binary classification for toxic/non-toxic outcomes (e.g., AMES mutagenicity, cardiotoxicity, hepatotoxicity). Dataset: ld50_zhu. The rat oral LD50 is 2.19, given as -log10 of the dose in mol/kg body weight (higher means more acutely toxic). The compound is CNc1nc(NC(C)C)nc(SC)n1.